This data is from Catalyst prediction with 721,799 reactions and 888 catalyst types from USPTO. The task is: Predict which catalyst facilitates the given reaction. (1) Reactant: Cl.[O:2]1[C:6]2([CH2:11][CH2:10][CH:9]([CH:12]([NH2:15])[CH2:13][CH3:14])[CH2:8][CH2:7]2)[O:5][CH2:4][CH2:3]1.[F:16][C:17]([F:28])([F:27])[C:18](O[C:18](=[O:19])[C:17]([F:28])([F:27])[F:16])=[O:19]. Product: [O:2]1[C:6]2([CH2:11][CH2:10][CH:9]([CH:12]([NH:15][C:18](=[O:19])[C:17]([F:28])([F:27])[F:16])[CH2:13][CH3:14])[CH2:8][CH2:7]2)[O:5][CH2:4][CH2:3]1. The catalyst class is: 4. (2) Reactant: N[C:2]1[CH:3]=[C:4]2[C:8](=[CH:9][CH:10]=1)[NH:7][N:6]=[CH:5]2.[CH3:11][N:12](C=O)[CH3:13].[OH:16]N1C2C=CC=CC=2N=N1.C(N(C(C)C)CC)(C)C. Product: [NH:6]1[C:11]2=[N:12][CH:13]=[C:10]([CH2:9][C:8]([NH2:7])=[O:16])[CH:2]=[C:3]2[CH:4]=[CH:5]1. The catalyst class is: 52. (3) Reactant: C(OC([N:8]1[CH2:13][CH2:12][C:11]([N:15]2[C:26]3[C:18](=[CH:19][N:20]=[C:21]4[C:25]=3[CH:24]=[CH:23][N:22]4[S:27]([C:30]3[CH:35]=[CH:34][CH:33]=[CH:32][CH:31]=3)(=[O:29])=[O:28])[NH:17][N:16]2C)([CH3:14])[CH2:10][CH2:9]1)=O)(C)(C)C. Product: [C:30]1([S:27]([N:22]2[CH:23]=[CH:24][C:25]3[C:21]2=[N:20][CH:19]=[C:18]2[C:26]=3[N:15]([C:11]3([CH3:14])[CH2:12][CH2:13][NH:8][CH2:9][CH2:10]3)[N:16]=[N:17]2)(=[O:29])=[O:28])[CH:35]=[CH:34][CH:33]=[CH:32][CH:31]=1. The catalyst class is: 157. (4) Reactant: [NH:1]([C:3]1[N:8]=[CH:7][CH:6]=[CH:5][N:4]=1)[NH2:2].C(N(CC)CC)C.C[O:17][C:18](=O)[N:19]=[C:20](SC)[C:21]([C:35]1[CH:40]=[CH:39][C:38]([O:41][CH3:42])=[C:37]([O:43][CH2:44][CH3:45])[CH:36]=1)=[N:22][C:23]1[CH:28]=[CH:27][C:26]([C:29]2[N:33]=[C:32]([CH3:34])[O:31][N:30]=2)=[CH:25][CH:24]=1. Product: [CH2:44]([O:43][C:37]1[CH:36]=[C:35]([CH:21]([NH:22][C:23]2[CH:28]=[CH:27][C:26]([C:29]3[N:33]=[C:32]([CH3:34])[O:31][N:30]=3)=[CH:25][CH:24]=2)[C:20]2[NH:19][C:18](=[O:17])[N:1]([C:3]3[N:8]=[CH:7][CH:6]=[CH:5][N:4]=3)[N:2]=2)[CH:40]=[CH:39][C:38]=1[O:41][CH3:42])[CH3:45]. The catalyst class is: 3. (5) Reactant: [CH3:1][C:2]1[S:6][C:5]([CH:7]([NH:15]S(C(C)(C)C)=O)[CH2:8][C:9]2[CH:14]=[CH:13][N:12]=[CH:11][CH:10]=2)=[CH:4][CH:3]=1.Cl. Product: [CH3:1][C:2]1[S:6][C:5]([CH:7]([NH2:15])[CH2:8][C:9]2[CH:10]=[CH:11][N:12]=[CH:13][CH:14]=2)=[CH:4][CH:3]=1. The catalyst class is: 71. (6) Reactant: [OH:1][C@H:2]([CH2:8][CH2:9][CH2:10][CH2:11][CH2:12][CH2:13][CH2:14][CH2:15][CH2:16][CH2:17][CH3:18])[CH2:3][C:4]([O:6][CH3:7])=[O:5].ClC(Cl)(Cl)C(=N)O[CH2:23][C:24]1[CH:29]=[CH:28][CH:27]=[CH:26][CH:25]=1.FC(F)(F)S(O)(=O)=O. Product: [CH2:23]([O:1][C@H:2]([CH2:8][CH2:9][CH2:10][CH2:11][CH2:12][CH2:13][CH2:14][CH2:15][CH2:16][CH2:17][CH3:18])[CH2:3][C:4]([O:6][CH3:7])=[O:5])[C:24]1[CH:29]=[CH:28][CH:27]=[CH:26][CH:25]=1. The catalyst class is: 2. (7) Product: [Cl:1][C:2]1[CH:3]=[C:4]([CH:13]=[CH:14][C:15]=1[F:16])[CH2:5][N:6]1[CH2:11][CH2:10][CH:9]=[CH:8][C:7]1=[O:12]. The catalyst class is: 54. Reactant: [Cl:1][C:2]1[CH:3]=[C:4]([CH:13]=[CH:14][C:15]=1[F:16])[CH2:5][N:6]1[CH2:11][CH2:10][CH2:9][CH2:8][C:7]1=[O:12].C[Si]([N-][Si](C)(C)C)(C)C.[Li+].C1(S(OC)(=O)=O)C=CC=CC=1. (8) Reactant: Cl[C:2]1[N:10]=[C:9]2[C:5]([N:6]([CH2:11][C@H:12]3[CH2:17][CH2:16][C@H:15]([C:18]([F:21])([F:20])[F:19])[CH2:14][CH2:13]3)[CH:7]=[N:8]2)=[C:4]([NH:22][C@@H:23]([CH:25]2[CH2:28][CH2:27][CH2:26]2)[CH3:24])[N:3]=1.C[C:30]([N:32](C)C)=O. Product: [CH:25]1([C@H:23]([NH:22][C:4]2[N:3]=[C:2]([C:30]#[N:32])[N:10]=[C:9]3[C:5]=2[N:6]([CH2:11][C@H:12]2[CH2:17][CH2:16][C@H:15]([C:18]([F:19])([F:21])[F:20])[CH2:14][CH2:13]2)[CH:7]=[N:8]3)[CH3:24])[CH2:28][CH2:27][CH2:26]1. The catalyst class is: 267. (9) Reactant: Cl[C:2]1[CH:3]=[CH:4][C:5]2[N:6]([C:8]([C:11]3[CH:20]=[CH:19][C:18]4[C:13](=[CH:14][CH:15]=[CH:16][CH:17]=4)[N:12]=3)=[CH:9][N:10]=2)[N:7]=1.[C:21]([Cu])#[N:22].[CH3:24]N1C(=O)CCC1. Product: [N:12]1[C:13]2[C:14](=[CH:24][C:20]([CH2:11][C:8]3[N:6]4[N:7]=[C:2]([C:21]#[N:22])[CH:3]=[CH:4][C:5]4=[N:10][CH:9]=3)=[CH:19][CH:18]=2)[CH:15]=[CH:16][CH:17]=1. The catalyst class is: 25. (10) Reactant: [NH2:1][CH2:2][CH2:3][NH:4][C:5](=[O:11])[O:6][C:7]([CH3:10])([CH3:9])[CH3:8].[CH3:12][C:13]([CH3:18])([CH3:17])[CH2:14][CH:15]=O.[S-:19][C:20]#[N:21].[K+].II. Product: [C:13]([C:14]1[S:19][C:20](=[NH:21])[N:1]([CH2:2][CH2:3][NH:4][C:5](=[O:11])[O:6][C:7]([CH3:8])([CH3:10])[CH3:9])[CH:15]=1)([CH3:18])([CH3:17])[CH3:12]. The catalyst class is: 10.